Dataset: Full USPTO retrosynthesis dataset with 1.9M reactions from patents (1976-2016). Task: Predict the reactants needed to synthesize the given product. Given the product [C:19]([C:5]1[C:4]([C:26]2[CH:31]=[CH:30][CH:29]=[C:28]([F:32])[CH:27]=2)=[C:3]([C:1]#[N:2])[N:7]2[CH2:8][CH2:9][N:10]([C:12]([O:14][C:15]([CH3:18])([CH3:17])[CH3:16])=[O:13])[CH2:11][C:6]=12)(=[O:20])[NH2:21], predict the reactants needed to synthesize it. The reactants are: [C:1]([C:3]1[N:7]2[CH2:8][CH2:9][N:10]([C:12]([O:14][C:15]([CH3:18])([CH3:17])[CH3:16])=[O:13])[CH2:11][C:6]2=[C:5]([C:19]([N:21]2C=CN=C2)=[O:20])[C:4]=1[C:26]1[CH:31]=[CH:30][CH:29]=[C:28]([F:32])[CH:27]=1)#[N:2].N.